This data is from TCR-epitope binding with 47,182 pairs between 192 epitopes and 23,139 TCRs. The task is: Binary Classification. Given a T-cell receptor sequence (or CDR3 region) and an epitope sequence, predict whether binding occurs between them. (1) The epitope is IPRRNVATL. The TCR CDR3 sequence is CASSDHVRQGGNQPQHF. Result: 1 (the TCR binds to the epitope). (2) The epitope is HTTDPSFLGRY. The TCR CDR3 sequence is CSALKGSYNEQFF. Result: 0 (the TCR does not bind to the epitope). (3) The epitope is MPASWVMRI. The TCR CDR3 sequence is CASSFGGNTEAFF. Result: 0 (the TCR does not bind to the epitope).